This data is from Full USPTO retrosynthesis dataset with 1.9M reactions from patents (1976-2016). The task is: Predict the reactants needed to synthesize the given product. (1) Given the product [CH3:8][C:6]1[CH:5]=[CH:4][C:3]([N+:9]([O-:11])=[O:10])=[C:2]([C:12]2[CH:17]=[CH:16][CH:15]=[CH:14][CH:13]=2)[CH:7]=1, predict the reactants needed to synthesize it. The reactants are: Br[C:2]1[CH:7]=[C:6]([CH3:8])[CH:5]=[CH:4][C:3]=1[N+:9]([O-:11])=[O:10].[C:12]1(B(O)O)[CH:17]=[CH:16][CH:15]=[CH:14][CH:13]=1. (2) Given the product [CH3:23][O:24][C:25](=[O:35])[CH2:26][C:27]1[CH:32]=[CH:31][C:30]([C:2]#[C:1][C:3]2[CH:4]=[C:5]3[C:10](=[C:11]([C:13]#[C:14][Si:15]([CH3:18])([CH3:17])[CH3:16])[CH:12]=2)[O:9][C:8]([CH3:20])([CH3:19])[CH2:7][C:6]3([CH3:22])[CH3:21])=[CH:29][C:28]=1[F:34], predict the reactants needed to synthesize it. The reactants are: [C:1]([C:3]1[CH:4]=[C:5]2[C:10](=[C:11]([C:13]#[C:14][Si:15]([CH3:18])([CH3:17])[CH3:16])[CH:12]=1)[O:9][C:8]([CH3:20])([CH3:19])[CH2:7][C:6]2([CH3:22])[CH3:21])#[CH:2].[CH3:23][O:24][C:25](=[O:35])[CH2:26][C:27]1[CH:32]=[CH:31][C:30](I)=[CH:29][C:28]=1[F:34].C(N(CC)CC)C.C(OCC)(=O)C. (3) Given the product [Br:54][C:2]1[S:1][C:5]([C:6]2[CH:7]=[C:8]([NH:23][C:24](=[O:26])[CH3:25])[CH:9]=[C:10]([NH:12][C:13]3[N:18]=[C:17]([C:19]([F:20])([F:21])[F:22])[CH:16]=[CH:15][N:14]=3)[CH:11]=2)=[CH:4][N:3]=1, predict the reactants needed to synthesize it. The reactants are: [S:1]1[C:5]([C:6]2[CH:7]=[C:8]([NH:23][C:24](=[O:26])[CH3:25])[CH:9]=[C:10]([NH:12][C:13]3[N:18]=[C:17]([C:19]([F:22])([F:21])[F:20])[CH:16]=[CH:15][N:14]=3)[CH:11]=2)=[CH:4][N:3]=[CH:2]1.[Li+].CC([N-]C(C)C)C.[Li]CCCC.C(NC(C)C)(C)C.C1C(=O)N([Br:54])C(=O)C1. (4) Given the product [Cl:1][C:2]1[C:7]([C:8]([OH:10])=[O:9])=[C:6]([NH:11][C:12]2[CH:17]=[CH:16][C:15]([F:227])=[CH:14][CH:13]=2)[C:5]([N+:19]([O-:21])=[O:20])=[CH:4][CH:3]=1, predict the reactants needed to synthesize it. The reactants are: [Cl:1][C:2]1[C:7]([C:8]([OH:10])=[O:9])=[C:6]([NH:11][C:12]2[CH:17]=[CH:16][C:15](C)=[CH:14][CH:13]=2)[C:5]([N+:19]([O-:21])=[O:20])=[CH:4][CH:3]=1.ClC1C(C(O)=O)=C(NC2C=CC(OC)=CC=2)C([N+]([O-])=O)=CC=1.ClC1C(C(O)=O)=C(NC2C=CC(OCC3C=CC=CC=3)=CC=2)C([N+]([O-])=O)=CC=1.ClC1C(C(O)=O)=C(NC2C=CC=C(C)C=2)C([N+]([O-])=O)=CC=1.ClC1C(C(O)=O)=C(NC2C=CC=C(OC)C=2)C([N+]([O-])=O)=CC=1.ClC1C(C(O)=O)=C(NC2C=CC(C#N)=CC=2)C([N+]([O-])=O)=CC=1.ClC1C(C(O)=O)=C(NC2C=CC=C(C#N)C=2)C([N+]([O-])=O)=CC=1.ClC1C(C(O)=O)=C(NC2C=CC(OC(OC)=O)=CC=2)C([N+]([O-])=O)=CC=1.ClC1C(C(O)=O)=C(NC2C=CC(S(C)(=O)=O)=CC=2)C([N+]([O-])=O)=CC=1.ClC1C(C(O)=O)=C(NC2C=CC(OC(F)(F)[F:227])=CC=2)C([N+]([O-])=O)=CC=1.NC1C([N+]([O-])=O)=CC=CC=1C(O)=O.